Dataset: Reaction yield outcomes from USPTO patents with 853,638 reactions. Task: Predict the reaction yield, written as a fraction of the theoretical maximum amount of product (1.0 means a 100% yield; for example, 0.34 means a 34% yield). (1) The reactants are [CH3:1][C:2]1[C:10]([O:11][CH2:12][CH2:13][N:14]2[CH2:19][CH2:18][O:17][CH2:16][CH2:15]2)=[CH:9][C:8]([CH3:20])=[C:7]2[C:3]=1[C:4](=O)[C:5](=O)[NH:6]2.[NH2:23][N:24]1[C:28]([NH2:29])=[N:27][N:26]=[C:25]1[CH2:30][C:31]1[CH:36]=[CH:35][C:34]([OH:37])=[CH:33][CH:32]=1. The catalyst is CCO. The product is [CH3:1][C:2]1[C:10]([O:11][CH2:12][CH2:13][N:14]2[CH2:19][CH2:18][O:17][CH2:16][CH2:15]2)=[CH:9][C:8]([CH3:20])=[C:7]2[C:3]=1[C:4]1[C:5]([NH:6]2)=[N:29][C:28]2=[N:27][N:26]=[C:25]([CH2:30][C:31]3[CH:36]=[CH:35][C:34]([OH:37])=[CH:33][CH:32]=3)[N:24]2[N:23]=1. The yield is 0.270. (2) The reactants are S(=O)(=O)(O)O.[NH2:6][C:7]1[C:16]([Cl:17])=[CH:15][CH:14]=[CH:13][C:8]=1[C:9]([O:11][CH3:12])=[O:10].OO.[OH-:20].[Na+].C(=O)([O-])O.[Na+].[OH2:27]. The catalyst is S([O-])(O)(=O)=O.C([N+](CCCC)(CCCC)CCCC)CCC.ClC1C=CC=CC=1.O[W](O)(=O)=O. The product is [Cl:17][C:16]1[C:7]([N+:6]([O-:27])=[O:20])=[C:8]([CH:13]=[CH:14][CH:15]=1)[C:9]([O:11][CH3:12])=[O:10]. The yield is 0.720. (3) The reactants are [O:1]1[CH2:5][CH2:4][CH2:3][CH:2]1[CH2:6][CH2:7][OH:8].[H-].[Na+].Cl[C:12]1[CH:17]=[CH:16][C:15]([N+:18]([O-:20])=[O:19])=[CH:14][C:13]=1[O:21][CH3:22]. The catalyst is CS(C)=O. The product is [CH3:22][O:21][C:13]1[CH:14]=[C:15]([N+:18]([O-:20])=[O:19])[CH:16]=[CH:17][C:12]=1[O:8][CH2:7][CH2:6][CH:2]1[CH2:3][CH2:4][CH2:5][O:1]1. The yield is 0.730. (4) The reactants are [CH:1]([N:4]1[CH2:9][CH2:8][CH:7]([O:10][C:11]2[CH:19]=[CH:18][C:17]3[N:16]4[CH2:20][CH2:21][NH:22][C:23](=[O:24])[C:15]4=[CH:14][C:13]=3[CH:12]=2)[CH2:6][CH2:5]1)([CH3:3])[CH3:2].[H-].[Na+].Br[CH2:28][CH2:29][O:30][Si:31]([C:34]([CH3:37])([CH3:36])[CH3:35])([CH3:33])[CH3:32]. No catalyst specified. The product is [C:34]([Si:31]([CH3:33])([CH3:32])[O:30][CH2:29][CH2:28][N:22]1[CH2:21][CH2:20][N:16]2[C:17]3[CH:18]=[CH:19][C:11]([O:10][CH:7]4[CH2:8][CH2:9][N:4]([CH:1]([CH3:3])[CH3:2])[CH2:5][CH2:6]4)=[CH:12][C:13]=3[CH:14]=[C:15]2[C:23]1=[O:24])([CH3:37])([CH3:36])[CH3:35]. The yield is 0.520.